This data is from Reaction yield outcomes from USPTO patents with 853,638 reactions. The task is: Predict the reaction yield, written as a fraction of the theoretical maximum amount of product (1.0 means a 100% yield; for example, 0.34 means a 34% yield). (1) The reactants are [C:1]1([S:11]([NH2:14])(=[O:13])=[O:12])[C:2]([S:7]([NH2:10])(=[O:9])=[O:8])=[CH:3][CH:4]=[CH:5][CH:6]=1.[S:15]1[C:19]2[CH:20]=[CH:21][CH:22]=[CH:23][C:18]=2[N:17]=[C:16]1[C:24]1[CH:32]=[CH:31][C:27]([C:28](O)=[O:29])=[CH:26][CH:25]=1.C(Cl)CCl. The catalyst is CN(C1C=CN=CC=1)C.CN(C=O)C. The product is [S:15]1[C:19]2[CH:20]=[CH:21][CH:22]=[CH:23][C:18]=2[N:17]=[C:16]1[C:24]1[CH:32]=[CH:31][C:27]([C:28]([NH:10][S:7]([C:2]2[CH:3]=[CH:4][CH:5]=[CH:6][C:1]=2[S:11](=[O:13])(=[O:12])[NH2:14])(=[O:9])=[O:8])=[O:29])=[CH:26][CH:25]=1. The yield is 0.280. (2) The reactants are [CH3:1][C:2]([CH3:20])([CH:12](O)[C:13]1[CH:18]=[CH:17][N:16]=[CH:15][CH:14]=1)[C:3]([O:5][CH2:6][CH2:7][Si:8]([CH3:11])([CH3:10])[CH3:9])=[O:4].ClC1C=CC=C(C(OO)=O)C=1.C[Si]([C:36]#[N:37])(C)C.CN(C)C(Cl)=O. The catalyst is C(OCC)(=O)C.O. The product is [CH3:1][C:2]([CH3:20])([CH2:12][C:13]1[CH:18]=[CH:17][N:16]=[C:15]([C:36]#[N:37])[CH:14]=1)[C:3]([O:5][CH2:6][CH2:7][Si:8]([CH3:11])([CH3:10])[CH3:9])=[O:4]. The yield is 0.850. (3) The reactants are [CH2:1]([N:4](C)[CH2:5][C@@H:6]([CH3:34])[O:7][C:8]1[CH:17]=[CH:16][CH:15]=[C:14]2[C:9]=1[C:10]([NH:18][C:19]1[CH:24]=[CH:23][C:22]([O:25][C:26]3[CH:27]=[N:28][C:29]([CH3:32])=[CH:30][CH:31]=3)=[C:21]([CH3:33])[CH:20]=1)=[N:11][CH:12]=[N:13]2)C=C. The catalyst is C(#N)C.O.C1C=CC(P(C2C=CC=CC=2)C2C=CC=CC=2)=CC=1.C1C=CC(P(C2C=CC=CC=2)C2C=CC=CC=2)=CC=1.C1C=CC(P(C2C=CC=CC=2)C2C=CC=CC=2)=CC=1.[Cl-].[Rh]. The product is [CH3:34][C@@H:6]([O:7][C:8]1[CH:17]=[CH:16][CH:15]=[C:14]2[C:9]=1[C:10]([NH:18][C:19]1[CH:24]=[CH:23][C:22]([O:25][C:26]3[CH:27]=[N:28][C:29]([CH3:32])=[CH:30][CH:31]=3)=[C:21]([CH3:33])[CH:20]=1)=[N:11][CH:12]=[N:13]2)[CH2:5][NH:4][CH3:1]. The yield is 0.830. (4) The reactants are [CH3:1][O:2][CH2:3][C@@H:4]1[C@H:6](/[CH:7]=[CH:8]/[C:9](/[CH3:16])=[CH:10]/[C:11]([O:13][CH2:14][CH3:15])=[O:12])[C@@:5]1([CH3:31])[C:17]1[CH:26]=[CH:25][C:24]2[C:23]([CH3:28])([CH3:27])[CH2:22][CH2:21][C:20]([CH3:30])([CH3:29])[C:19]=2[CH:18]=1.[CH2:32](OC[C@@H]1[C@H](C=O)[C@]1(C)C1C=CC2C(C)(C)CCC(C)(C)C=2C=1)C. No catalyst specified. The product is [CH2:1]([O:2][CH2:3][C@@H:4]1[C@H:6](/[CH:7]=[CH:8]/[C:9](/[CH3:16])=[CH:10]/[C:11]([O:13][CH2:14][CH3:15])=[O:12])[C@@:5]1([CH3:31])[C:17]1[CH:26]=[CH:25][C:24]2[C:23]([CH3:28])([CH3:27])[CH2:22][CH2:21][C:20]([CH3:30])([CH3:29])[C:19]=2[CH:18]=1)[CH3:32]. The yield is 0.880. (5) The reactants are [CH3:1][C:2]1[N:6]([CH2:7][C:8]2[CH:13]=[CH:12][CH:11]=[CH:10][CH:9]=2)[C:5]2[CH:14]=[C:15]([N:21]3[CH2:26][CH2:25][O:24][CH2:23][CH2:22]3)[CH:16]=[C:17]([N+:18]([O-])=O)[C:4]=2[N:3]=1. The catalyst is CCO.[Pd]. The product is [CH3:1][C:2]1[N:6]([CH2:7][C:8]2[CH:13]=[CH:12][CH:11]=[CH:10][CH:9]=2)[C:5]2[CH:14]=[C:15]([N:21]3[CH2:26][CH2:25][O:24][CH2:23][CH2:22]3)[CH:16]=[C:17]([NH2:18])[C:4]=2[N:3]=1. The yield is 0.660. (6) The reactants are [Br:1][C:2]1[CH:7]=[C:6]([C:8]#[CH:9])[CH:5]=[CH:4][N:3]=1.[CH3:10][O:11][C:12]1[CH:21]=[CH:20][C:15]([CH2:16][N:17]=[N+:18]=[N-:19])=[CH:14][CH:13]=1.O=C1O[C@H]([C@H](CO)O)C([O-])=C1O.[Na+].O. The catalyst is CCOC(C)=O.O.O.O.O.O.[O-]S([O-])(=O)=O.[Cu+2].CC(O)(C)C. The product is [Br:1][C:2]1[CH:7]=[C:6]([C:8]2[N:19]=[N:18][N:17]([CH2:16][C:15]3[CH:20]=[CH:21][C:12]([O:11][CH3:10])=[CH:13][CH:14]=3)[CH:9]=2)[CH:5]=[CH:4][N:3]=1. The yield is 0.770.